The task is: Predict the product of the given reaction.. This data is from Forward reaction prediction with 1.9M reactions from USPTO patents (1976-2016). Given the reactants [C:1](OC(=O)C)(=[O:3])[CH3:2].[N+:8]([C:11]1[CH:37]=[CH:36][C:14]([CH2:15][O:16][C:17]2[CH:18]=[C:19]([CH:33]=[CH:34][CH:35]=2)[C:20]([NH:22][C:23]2[CH:28]=[CH:27][CH:26]=[CH:25][C:24]=2[S:29](=[O:32])(=[O:31])[NH2:30])=[O:21])=[CH:13][CH:12]=1)([O-:10])=[O:9], predict the reaction product. The product is: [N+:8]([C:11]1[CH:12]=[CH:13][C:14]([CH2:15][O:16][C:17]2[CH:18]=[C:19]([CH:33]=[CH:34][CH:35]=2)[C:20]([NH:22][C:23]2[CH:28]=[CH:27][CH:26]=[CH:25][C:24]=2[S:29]([NH:30][C:1](=[O:3])[CH3:2])(=[O:32])=[O:31])=[O:21])=[CH:36][CH:37]=1)([O-:10])=[O:9].